From a dataset of Full USPTO retrosynthesis dataset with 1.9M reactions from patents (1976-2016). Predict the reactants needed to synthesize the given product. (1) Given the product [CH3:1][C:2]1[CH:6]=[C:5]([NH:7][S:8]([C:11]2[CH:16]=[CH:15][C:14]([C:23]3[CH:24]=[CH:25][C:20]([C:19]([F:30])([F:29])[F:18])=[CH:21][CH:22]=3)=[CH:13][CH:12]=2)(=[O:10])=[O:9])[O:4][N:3]=1, predict the reactants needed to synthesize it. The reactants are: [CH3:1][C:2]1[CH:6]=[C:5]([NH:7][S:8]([C:11]2[CH:16]=[CH:15][C:14](Br)=[CH:13][CH:12]=2)(=[O:10])=[O:9])[O:4][N:3]=1.[F:18][C:19]([F:30])([F:29])[C:20]1[CH:25]=[CH:24][C:23](B(O)O)=[CH:22][CH:21]=1. (2) The reactants are: [CH:1]1([C:5]2[CH:6]=[C:7]3[C:12](=[CH:13][CH:14]=2)[N:11]=[CH:10][N:9]=[C:8]3OC2C=CC=CC=2)[CH2:4][CH2:3][CH2:2]1.[O:22]([C:29]1[CH:35]=[CH:34][C:32]([NH2:33])=[CH:31][CH:30]=1)[C:23]1[CH:28]=[CH:27][CH:26]=[CH:25][CH:24]=1. Given the product [CH:1]1([C:5]2[CH:6]=[C:7]3[C:12](=[CH:13][CH:14]=2)[N:11]=[CH:10][N:9]=[C:8]3[NH:33][C:32]2[CH:31]=[CH:30][C:29]([O:22][C:23]3[CH:28]=[CH:27][CH:26]=[CH:25][CH:24]=3)=[CH:35][CH:34]=2)[CH2:2][CH2:3][CH2:4]1, predict the reactants needed to synthesize it. (3) The reactants are: Cl[CH2:2][O:3][C:4](=[O:17])[C@@H:5]([NH:9]C(OC(C)(C)C)=O)[CH:6]([CH3:8])[CH3:7].[Cl:18][C:19]1[CH:20]=[CH:21][C:22]([F:48])=[C:23]([C:25]2[CH:30]=[CH:29][C:28]([CH2:31][C@@H:32]([NH:39][C:40]([C:42]3[N:43]=[N:44][N:45]([OH:47])[CH:46]=3)=[O:41])[CH2:33][C@@H:34]([OH:38])[C:35]([OH:37])=[O:36])=[CH:27][CH:26]=2)[CH:24]=1.CC(C)=O.CCN(CC)CC.C(O)(C(F)(F)F)=O.C(Cl)Cl. Given the product [NH2:9][C@@H:5]([CH:6]([CH3:7])[CH3:8])[C:4]([O:3][CH2:2][O:47][N:45]1[CH:46]=[C:42]([C:40]([NH:39][C@H:32]([CH2:31][C:28]2[CH:29]=[CH:30][C:25]([C:23]3[CH:24]=[C:19]([Cl:18])[CH:20]=[CH:21][C:22]=3[F:48])=[CH:26][CH:27]=2)[CH2:33][C@@H:34]([OH:38])[C:35]([OH:37])=[O:36])=[O:41])[N:43]=[N:44]1)=[O:17], predict the reactants needed to synthesize it. (4) Given the product [NH2:30][C@H:31]([C:36]([OH:38])=[O:37])[CH2:32][C:33]([OH:35])=[O:34].[NH2:3][CH:2]([CH2:6][C:7]1[CH:12]=[CH:11][CH:10]=[CH:9][CH:8]=1)[CH3:1], predict the reactants needed to synthesize it. The reactants are: [CH3:1][C@H:2]1[C@@H:6]([C:7]2[CH:12]=[CH:11][CH:10]=[CH:9][CH:8]=2)OC(=O)[NH:3]1.O1CCNC1=O.NC(CC1C=CC=CC=1)C.[NH2:30][C@H:31]([C:36]([OH:38])=[O:37])[CH2:32][C:33]([OH:35])=[O:34]. (5) Given the product [CH3:18][N:17]([CH3:19])[C:15]([C:14]1[CH:13]=[C:12]([CH:22]=[CH:21][CH:20]=1)[CH2:11][N:6]1[C:7]2[C:3](=[C:2]([NH:1][C:52]([C:49]3[N:46]4[CH:47]=[CH:48][C:43]([O:42][CH2:41][CH2:40][N:37]5[CH2:38][CH2:39][N:34]([CH3:33])[CH2:35][CH2:36]5)=[CH:44][C:45]4=[N:51][CH:50]=3)=[O:53])[CH:10]=[CH:9][CH:8]=2)[CH:4]=[N:5]1)=[O:16], predict the reactants needed to synthesize it. The reactants are: [NH2:1][C:2]1[CH:10]=[CH:9][CH:8]=[C:7]2[C:3]=1[CH:4]=[N:5][N:6]2[CH2:11][C:12]1[CH:13]=[C:14]([CH:20]=[CH:21][CH:22]=1)[C:15]([N:17]([CH3:19])[CH3:18])=[O:16].[Li+].C[Si]([N-][Si](C)(C)C)(C)C.[CH3:33][N:34]1[CH2:39][CH2:38][N:37]([CH2:40][CH2:41][O:42][C:43]2[CH:48]=[CH:47][N:46]3[C:49]([C:52](OCC)=[O:53])=[CH:50][N:51]=[C:45]3[CH:44]=2)[CH2:36][CH2:35]1. (6) Given the product [C:1]([NH:4][C:5]1[C:10]2=[N:11][C:12]([C:24]([O:26][CH3:27])=[O:25])=[C:13]([OH:16])[C:14](=[O:15])[N:9]2[CH:8]=[C:7]([N:28]2[CH2:33][CH2:32][O:31][CH2:30][CH2:29]2)[CH:6]=1)(=[O:3])[CH3:2], predict the reactants needed to synthesize it. The reactants are: [C:1]([NH:4][C:5]1[C:10]2=[N:11][C:12]([C:24]([O:26][CH3:27])=[O:25])=[C:13]([O:16]CC3C=CC=CC=3)[C:14](=[O:15])[N:9]2[CH:8]=[C:7]([N:28]2[CH2:33][CH2:32][O:31][CH2:30][CH2:29]2)[CH:6]=1)(=[O:3])[CH3:2].Cl.